Dataset: Full USPTO retrosynthesis dataset with 1.9M reactions from patents (1976-2016). Task: Predict the reactants needed to synthesize the given product. The reactants are: [Br:1][C:2]1[C:7]([CH3:8])=[C:6]([N+:9]([O-])=O)[CH:5]=[CH:4][C:3]=1O.[C:13]([O-:16])([O-])=O.[K+].[K+].[CH3:19]I. Given the product [Br:1][C:2]1[C:3]([O:16][CH3:13])=[CH:4][CH:5]=[C:6]2[C:7]=1[CH:8]=[CH:19][NH:9]2, predict the reactants needed to synthesize it.